From a dataset of CYP2D6 inhibition data for predicting drug metabolism from PubChem BioAssay. Regression/Classification. Given a drug SMILES string, predict its absorption, distribution, metabolism, or excretion properties. Task type varies by dataset: regression for continuous measurements (e.g., permeability, clearance, half-life) or binary classification for categorical outcomes (e.g., BBB penetration, CYP inhibition). Dataset: cyp2d6_veith. (1) The drug is COCC(=O)N1CCC[C@@]2(CCN(C(c3ccccc3)c3ccccc3)C2)C1. The result is 1 (inhibitor). (2) The compound is CN(CCc1ccc(Cl)c(Cl)c1)CCN1CCCC1. The result is 1 (inhibitor). (3) The compound is CC(=O)O[C@H]1CC[C@@]2(C)C(=CC[C@H]3[C@@H]2CC[C@@]2(C)[C@@H](c4cc(C(F)(F)F)n(C(C)=O)n4)CC[C@@H]32)C1. The result is 0 (non-inhibitor). (4) The molecule is CC(=O)Nc1ccc(S(=O)(=O)NCCc2ccc(F)cc2)cc1. The result is 1 (inhibitor). (5) The drug is COc1ccc(C[C@H](C)NC[C@@H](O)c2ccc(O)c(NC=O)c2)cc1. The result is 1 (inhibitor). (6) The compound is N#CCCn1c(=O)c(-c2ccc(Cl)cc2)nc2cnc(N3CCOCC3)nc21. The result is 0 (non-inhibitor). (7) The result is 1 (inhibitor). The compound is CCN(CC)CCn1c(=S)[nH]c2cc3c(cc2c1=O)OCO3.